This data is from Reaction yield outcomes from USPTO patents with 853,638 reactions. The task is: Predict the reaction yield, written as a fraction of the theoretical maximum amount of product (1.0 means a 100% yield; for example, 0.34 means a 34% yield). (1) The reactants are ClC(OCC)=O.[CH2:7]([O:14][C:15]([NH:17][C:18]1([C:21](O)=[O:22])[CH2:20][CH2:19]1)=[O:16])[C:8]1[CH:13]=[CH:12][CH:11]=[CH:10][CH:9]=1.C(N(CC)CC)C.[BH4-].[Na+]. The catalyst is C1COCC1.O. The product is [CH2:7]([O:14][C:15](=[O:16])[NH:17][C:18]1([CH2:21][OH:22])[CH2:20][CH2:19]1)[C:8]1[CH:9]=[CH:10][CH:11]=[CH:12][CH:13]=1. The yield is 0.970. (2) The reactants are [C:1]([C:5]1[CH:14]=[CH:13][C:12]([NH2:15])=[CH:11][C:6]=1[C:7](OC)=[O:8])([CH3:4])([CH3:3])[CH3:2].[H-].[H-].[H-].[H-].[Li+].[Al+3]. The product is [C:1]([C:5]1[CH:14]=[CH:13][C:12]([NH2:15])=[CH:11][C:6]=1[CH2:7][OH:8])([CH3:4])([CH3:2])[CH3:3]. The catalyst is C1COCC1.O. The yield is 0.200. (3) The reactants are [NH2:1][C:2]1[CH:3]=[CH:4][C:5]([CH3:17])=[C:6]([B:8]2[O:16][C:13]([CH3:15])([CH3:14])[C:10]([CH3:12])([CH3:11])[O:9]2)[CH:7]=1.[CH3:18][N:19]1[CH2:24][CH2:23][N:22]([CH2:25][C:26]2[CH:34]=[CH:33][C:29]([C:30](O)=[O:31])=[CH:28][CH:27]=2)[CH2:21][CH2:20]1.F[P-](F)(F)(F)(F)F.N1(O[P+](N2CCCC2)(N2CCCC2)N2CCCC2)C2N=CC=CC=2N=N1.C(N(C(C)C)C(C)C)C. The catalyst is CN(C=O)C.O. The product is [CH3:17][C:5]1[CH:4]=[CH:3][C:2]([NH:1][C:30](=[O:31])[C:29]2[CH:28]=[CH:27][C:26]([CH2:25][N:22]3[CH2:21][CH2:20][N:19]([CH3:18])[CH2:24][CH2:23]3)=[CH:34][CH:33]=2)=[CH:7][C:6]=1[B:8]1[O:16][C:13]([CH3:15])([CH3:14])[C:10]([CH3:11])([CH3:12])[O:9]1. The yield is 0.240. (4) The reactants are [N+:1]([C:4]1[CH:5]=[CH:6][C:7]2[O:12][C@@:11]([CH3:18])([CH:13]([O:16][CH3:17])[O:14][CH3:15])[C@@H:10]([OH:19])[C@H:9]([N:20]([C:28]3[CH:33]=[CH:32][C:31]([Cl:34])=[CH:30][CH:29]=3)[CH2:21][C:22]3[N:23]=[N:24][N:25]([CH3:27])[N:26]=3)[C:8]=2[CH:35]=1)([O-])=O.[BH4-].[Na+].C(OCC)(=O)C. The catalyst is CO.CC([O-])=O.CC([O-])=O.[Cu+2]. The product is [NH2:1][C:4]1[CH:5]=[CH:6][C:7]2[O:12][C@@:11]([CH3:18])([CH:13]([O:14][CH3:15])[O:16][CH3:17])[C@@H:10]([OH:19])[C@H:9]([N:20]([C:28]3[CH:29]=[CH:30][C:31]([Cl:34])=[CH:32][CH:33]=3)[CH2:21][C:22]3[N:23]=[N:24][N:25]([CH3:27])[N:26]=3)[C:8]=2[CH:35]=1. The yield is 0.620. (5) The yield is 0.760. The catalyst is O1CCCC1. The reactants are CS([C:4]1[N:5]([CH2:34][C:35]([F:38])([F:37])[F:36])[C:6](=[O:33])[C:7]2[C:12]([C:13]3[CH:18]=[CH:17][CH:16]=[CH:15][CH:14]=3)=[C:11]([C:19]3[CH:24]=[CH:23][C:22]([C:25]4([NH:29][C:30](=[O:32])[O-:31])[CH2:28][CH2:27][CH2:26]4)=[CH:21][CH:20]=3)[O:10][C:8]=2[N:9]=1)=O.[CH3:39][NH2:40]. The product is [CH3:39][NH:40][C:4]1[N:5]([CH2:34][C:35]([F:38])([F:37])[F:36])[C:6](=[O:33])[C:7]2[C:12]([C:13]3[CH:14]=[CH:15][CH:16]=[CH:17][CH:18]=3)=[C:11]([C:19]3[CH:20]=[CH:21][C:22]([C:25]4([NH:29][C:30](=[O:32])[O:31][C:7]([CH3:12])([CH3:8])[CH3:6])[CH2:28][CH2:27][CH2:26]4)=[CH:23][CH:24]=3)[O:10][C:8]=2[N:9]=1. (6) The reactants are C([O:3][C:4](=[O:22])/[CH:5]=[CH:6]/[C:7]1[CH:12]=[C:11]([O:13][CH3:14])[C:10]([Cl:15])=[CH:9][C:8]=1[S:16](=[O:21])(=[O:20])[N:17]([CH3:19])[CH3:18])C.[OH-].[Na+].Cl. The catalyst is CCO. The product is [Cl:15][C:10]1[C:11]([O:13][CH3:14])=[CH:12][C:7](/[CH:6]=[CH:5]/[C:4]([OH:22])=[O:3])=[C:8]([S:16](=[O:20])(=[O:21])[N:17]([CH3:18])[CH3:19])[CH:9]=1. The yield is 1.00. (7) The yield is 0.720. The reactants are Cl.Cl.[N:3]1([CH2:9][CH:10]([C:22]2([OH:28])[CH2:27][CH2:26][CH2:25][CH2:24][CH2:23]2)[C:11]2[CH:16]=[CH:15][CH:14]=[C:13]([O:17][C:18]([F:21])([F:20])[F:19])[CH:12]=2)[CH2:8][CH2:7][NH:6][CH2:5][CH2:4]1.[CH2:29]=O.O.[OH-].[Na+]. The product is [CH3:29][N:6]1[CH2:7][CH2:8][N:3]([CH2:9][CH:10]([C:22]2([OH:28])[CH2:27][CH2:26][CH2:25][CH2:24][CH2:23]2)[C:11]2[CH:16]=[CH:15][CH:14]=[C:13]([O:17][C:18]([F:21])([F:20])[F:19])[CH:12]=2)[CH2:4][CH2:5]1. The catalyst is C(O)=O.